This data is from Reaction yield outcomes from USPTO patents with 853,638 reactions. The task is: Predict the reaction yield, written as a fraction of the theoretical maximum amount of product (1.0 means a 100% yield; for example, 0.34 means a 34% yield). (1) The reactants are Br.[N:2]1[CH:7]=[CH:6][CH:5]=[C:4]([O:8][C:9]2[CH:14]=[CH:13][C:12]([C:15]3[O:19][C:18]([NH2:20])=[N:17][N:16]=3)=[CH:11][CH:10]=2)[CH:3]=1.[F:21][C:22]1([F:34])[O:26][C:25]2[CH:27]=[CH:28][C:29]([C:31](Cl)=[O:32])=[CH:30][C:24]=2[O:23]1. The catalyst is N1C=CC=CC=1.CO. The product is [F:34][C:22]1([F:21])[O:26][C:25]2[CH:27]=[CH:28][C:29]([C:31]([NH:20][C:18]3[O:19][C:15]([C:12]4[CH:11]=[CH:10][C:9]([O:8][C:4]5[CH:3]=[N:2][CH:7]=[CH:6][CH:5]=5)=[CH:14][CH:13]=4)=[N:16][N:17]=3)=[O:32])=[CH:30][C:24]=2[O:23]1. The yield is 0.123. (2) The reactants are Br[C:2]1[CH:7]=[CH:6][C:5]([C:8]2[CH:13]=[CH:12][CH:11]=[CH:10][CH:9]=2)=[CH:4][CH:3]=1.[C:14]1([SH:20])[CH:19]=[CH:18][CH:17]=[CH:16][CH:15]=1.CC(C)([O-])C.[Na+].C(O)CCC. The catalyst is ClCCl.C(=O)([O-])O.[Na+].CCCCCC.C1C=CC([P]([Pd]([P](C2C=CC=CC=2)(C2C=CC=CC=2)C2C=CC=CC=2)([P](C2C=CC=CC=2)(C2C=CC=CC=2)C2C=CC=CC=2)[P](C2C=CC=CC=2)(C2C=CC=CC=2)C2C=CC=CC=2)(C2C=CC=CC=2)C2C=CC=CC=2)=CC=1. The product is [C:14]1([S:20][C:2]2[CH:7]=[CH:6][C:5]([C:8]3[CH:13]=[CH:12][CH:11]=[CH:10][CH:9]=3)=[CH:4][CH:3]=2)[CH:19]=[CH:18][CH:17]=[CH:16][CH:15]=1. The yield is 0.840. (3) The reactants are Br[C:2]1[C:3]([C:25]#[N:26])=[C:4]([C:12]#[C:13][C:14]2[CH:19]=[CH:18][C:17]([NH:20][S:21]([CH3:24])(=[O:23])=[O:22])=[CH:16][CH:15]=2)[CH:5]=[C:6]([C:8]([CH3:11])([CH3:10])[CH3:9])[CH:7]=1.[CH2:27]([O:34][C:35]1[C:40](B(O)O)=[CH:39][CH:38]=[CH:37][N:36]=1)[C:28]1[CH:33]=[CH:32][CH:31]=[CH:30][CH:29]=1.C([O-])([O-])=O.[Na+].[Na+]. The catalyst is CO.C(Cl)Cl.C1C=CC([P]([Pd]([P](C2C=CC=CC=2)(C2C=CC=CC=2)C2C=CC=CC=2)([P](C2C=CC=CC=2)(C2C=CC=CC=2)C2C=CC=CC=2)[P](C2C=CC=CC=2)(C2C=CC=CC=2)C2C=CC=CC=2)(C2C=CC=CC=2)C2C=CC=CC=2)=CC=1. The product is [CH2:27]([O:34][C:35]1[C:40]([C:2]2[C:3]([C:25]#[N:26])=[C:4]([C:12]#[C:13][C:14]3[CH:15]=[CH:16][C:17]([NH:20][S:21]([CH3:24])(=[O:22])=[O:23])=[CH:18][CH:19]=3)[CH:5]=[C:6]([C:8]([CH3:10])([CH3:11])[CH3:9])[CH:7]=2)=[CH:39][CH:38]=[CH:37][N:36]=1)[C:28]1[CH:29]=[CH:30][CH:31]=[CH:32][CH:33]=1. The yield is 0.640. (4) The reactants are [Cl:1][C:2]1[CH:3]=[N:4][C:5]2[C:10]([C:11]=1[CH:12]=[CH2:13])=[CH:9][C:8]([O:14][CH3:15])=[CH:7][C:6]=2[F:16].[C:17]([O:21][C:22](=[O:31])[NH:23][C@H:24]1[CH2:29][CH2:28][NH:27][CH2:26][C@H:25]1[OH:30])([CH3:20])([CH3:19])[CH3:18]. No catalyst specified. The product is [Cl:1][C:2]1[CH:3]=[N:4][C:5]2[C:10]([C:11]=1[CH2:12][CH2:13][N:27]1[CH2:28][CH2:29][C@H:24]([NH:23][C:22](=[O:31])[O:21][C:17]([CH3:18])([CH3:19])[CH3:20])[C@H:25]([OH:30])[CH2:26]1)=[CH:9][C:8]([O:14][CH3:15])=[CH:7][C:6]=2[F:16]. The yield is 0.550. (5) The reactants are Br[C:2]1[CH:3]=[C:4]([N:9]2[C:17]3[CH:16]=[CH:15][N:14]([CH3:18])[C:13](=[O:19])[C:12]=3[N:11]=[CH:10]2)[CH:5]=[CH:6][C:7]=1[F:8].[F:20][C:21]1[C:26]([F:27])=[CH:25][CH:24]=[CH:23][C:22]=1B(O)O. No catalyst specified. The product is [CH3:18][N:14]1[CH:15]=[CH:16][C:17]2[N:9]([C:4]3[CH:5]=[CH:6][C:7]([F:8])=[C:2]([C:25]4[CH:24]=[CH:23][CH:22]=[C:21]([F:20])[C:26]=4[F:27])[CH:3]=3)[CH:10]=[N:11][C:12]=2[C:13]1=[O:19]. The yield is 0.400. (6) The reactants are C(OC([NH:8][C:9]1[CH:10]=[CH:11][C:12]([O:18]C(C)(C)C)=[C:13]([CH:17]=1)[C:14]([OH:16])=[O:15])=O)(C)(C)C.OC1C2N=NNC=2C=CC=1.C1CCC(N=C=NC2CCCCC2)CC1.O[C:49]1[CH:57]=[CH:56][C:52]([C:53]([NH2:55])=[S:54])=[CH:51][CH:50]=1. The catalyst is CN(C)C=O.C(OCC)(=O)C. The product is [C:53]([C:52]1[CH:56]=[CH:57][C:49]([O:16][C:14](=[O:15])[C:13]2[CH:17]=[C:9]([NH2:8])[CH:10]=[CH:11][C:12]=2[OH:18])=[CH:50][CH:51]=1)(=[S:54])[NH2:55]. The yield is 0.480. (7) The reactants are [Cl:1][C:2]1[C:3]([C:51]([F:54])([F:53])[F:52])=[CH:4][C:5]2[N:9]=[C:8]([CH2:10][CH2:11][CH:12]3[CH2:15][CH:14]([N:16]([CH2:18][C@@H:19]4[C@H:23]5[O:24]C(C)(C)[O:26][C@H:22]5[C@H:21]([N:29]5[C:33]6[N:34]=[CH:35][N:36]=[C:37]([NH:38]CC7C=CC(OC)=CC=7OC)[C:32]=6[CH:31]=[CH:30]5)[CH2:20]4)[CH3:17])[CH2:13]3)[NH:7][C:6]=2[CH:50]=1. The catalyst is FC(F)(F)C(O)=O.O. The product is [NH2:38][C:37]1[C:32]2[CH:31]=[CH:30][N:29]([C@@H:21]3[CH2:20][C@H:19]([CH2:18][N:16]([CH:14]4[CH2:13][CH:12]([CH2:11][CH2:10][C:8]5[NH:7][C:6]6[CH:50]=[C:2]([Cl:1])[C:3]([C:51]([F:53])([F:52])[F:54])=[CH:4][C:5]=6[N:9]=5)[CH2:15]4)[CH3:17])[C@@H:23]([OH:24])[C@H:22]3[OH:26])[C:33]=2[N:34]=[CH:35][N:36]=1. The yield is 0.690.